The task is: Predict the product of the given reaction.. This data is from Forward reaction prediction with 1.9M reactions from USPTO patents (1976-2016). (1) Given the reactants [C:1]([OH:10])(=O)[C:2]1[C:3](=[CH:5][CH:6]=[CH:7][CH:8]=1)[OH:4].[F:11][C:12]([F:25])([F:24])[C:13]1[CH:19]=[CH:18][C:17]([C:20]([F:23])([F:22])[F:21])=[CH:16][C:14]=1[NH2:15].P(Cl)(Cl)Cl.ClC1C=CC=CC=1, predict the reaction product. The product is: [OH:4][C:3]1[CH:5]=[CH:6][CH:7]=[CH:8][C:2]=1[C:1]([NH:15][C:14]1[CH:16]=[C:17]([C:20]([F:21])([F:22])[F:23])[CH:18]=[CH:19][C:13]=1[C:12]([F:11])([F:24])[F:25])=[O:10]. (2) Given the reactants [CH3:1][O:2][C:3]1[CH:4]=[C:5]([NH2:14])[CH:6]=[CH:7][C:8]=1[C:9]1[S:13][CH:12]=[N:11][CH:10]=1.[CH2:15]([C:22]1[CH:27]=[C:26]([CH3:28])[N:25]=[C:24](Cl)[N:23]=1)[C:16]1[CH:21]=[CH:20][CH:19]=[CH:18][CH:17]=1, predict the reaction product. The product is: [CH2:15]([C:22]1[CH:27]=[C:26]([CH3:28])[N:25]=[C:24]([NH:14][C:5]2[CH:6]=[CH:7][C:8]([C:9]3[S:13][CH:12]=[N:11][CH:10]=3)=[C:3]([O:2][CH3:1])[CH:4]=2)[N:23]=1)[C:16]1[CH:17]=[CH:18][CH:19]=[CH:20][CH:21]=1. (3) Given the reactants CN[C@@H]1CCCC[C@H]1NC.C(=O)([O-])[O-].[K+].[K+].[NH:17]1[CH:21]=[CH:20][C:19]([N:22]2[CH2:26][CH2:25][NH:24][C:23]2=[O:27])=[N:18]1.I[CH:29]1[C:37]2[C:32](=[N:33][C:34]([CH3:38])=[CH:35][CH:36]=2)[N:31]([C:39]2[CH:44]=[CH:43][C:42]([O:45][CH3:46])=[CH:41][C:40]=2[CH3:47])[CH2:30]1, predict the reaction product. The product is: [CH3:46][O:45][C:42]1[CH:43]=[CH:44][C:39]([N:31]2[C:32]3=[N:33][C:34]([CH3:38])=[CH:35][C:36]([N:17]4[CH:21]=[CH:20][C:19]([N:22]5[CH2:26][CH2:25][NH:24][C:23]5=[O:27])=[N:18]4)=[C:37]3[CH2:29][CH2:30]2)=[C:40]([CH3:47])[CH:41]=1. (4) Given the reactants [C:1]([O:5][C:6]([NH:8][C:9]1[S:10][C:11]([CH:19]=[O:20])=[C:12]([C:14]2[O:15][CH:16]=[CH:17][CH:18]=2)[N:13]=1)=[O:7])([CH3:4])([CH3:3])[CH3:2].[CH2:21]([Li])[CH2:22][CH2:23][CH3:24].CCCCCC.[Cl-].[NH4+], predict the reaction product. The product is: [O:15]1[CH:16]=[CH:17][CH:18]=[C:14]1[C:12]1[N:13]=[C:9]([NH:8][C:6](=[O:7])[O:5][C:1]([CH3:4])([CH3:2])[CH3:3])[S:10][C:11]=1[CH:19]([OH:20])[CH2:21][CH2:22][CH2:23][CH3:24]. (5) Given the reactants BrC1C=C2C(=CC=1F)N=CC(C(OCC)=O)=C2O.[Br:19][C:20]1[C:21]([F:36])=[C:22]2[C:27](=[CH:28][CH:29]=1)[N:26]=[CH:25][C:24]([C:30]([O:32][CH2:33][CH3:34])=[O:31])=[C:23]2O.P(Cl)(Cl)([Cl:39])=O, predict the reaction product. The product is: [Br:19][C:20]1[C:21]([F:36])=[C:22]2[C:27](=[CH:28][CH:29]=1)[N:26]=[CH:25][C:24]([C:30]([O:32][CH2:33][CH3:34])=[O:31])=[C:23]2[Cl:39]. (6) Given the reactants [CH3:1][C@@H:2]1[C@@H:37]([CH:38]([CH3:40])[CH3:39])[O:36][C@:5]2([O:10][C@@H:9]3[CH2:11][CH:12]=[C:13]([CH3:35])[CH2:14][C@@H:15]([CH3:34])[CH:16]=[CH:17][CH:18]=[C:19]4[CH2:20][O:21][C@@H:22]5[C@H:27]([OH:28])[C:26]([CH3:29])=[CH:25][C@@H:24]([C:30]([O:32][C@@H:7]([CH2:8]3)[CH2:6]2)=[O:31])[C@:23]45[OH:33])[CH2:4][CH2:3]1.[CH2:41]([OH:117])[C@H:42]1[O:47][C@@H:46]2[O:48][C@H:49]3[C@H:54]([OH:55])[C@@H:53]([OH:56])[C@@H:52]([O:57][C@H:58]4[C@H:63]([OH:64])[C@@H:62]([OH:65])[C@@H:61]([O:66][C@H:67]5[C@H:72]([OH:73])[C@@H:71]([OH:74])[C@@H:70]([O:75][C@H:76]6[C@H:81]([OH:82])[C@@H:80]([OH:83])[C@@H:79]([O:84][C@H:85]7[C@H:90]([OH:91])[C@@H:89]([OH:92])[C@@H:88]([O:93][C@H:94]8[C@H:100]([OH:101])[C@@H:99]([OH:102])[C@@H:97]([O:98][C@H:43]1[C@H:44]([OH:116])[C@H:45]2[OH:115])[O:96][C@@H:95]8[CH2:103][OH:104])[O:87][C@@H:86]7[CH2:105][OH:106])[O:78][C@@H:77]6[CH2:107][OH:108])[O:69][C@@H:68]5[CH2:109][OH:110])[O:60][C@@H:59]4[CH2:111][OH:112])[O:51][C@@H:50]3[CH2:113][OH:114], predict the reaction product. The product is: [CH2:107]([OH:108])[C@H:77]1[O:78][C@@H:79]2[O:84][C@H:85]3[C@H:90]([OH:91])[C@@H:89]([OH:92])[C@@H:88]([O:93][C@H:94]4[C@H:100]([OH:101])[C@@H:99]([OH:102])[C@@H:97]([O:98][C@H:43]5[C@H:44]([OH:116])[C@@H:45]([OH:115])[C@@H:46]([O:48][C@H:49]6[C@H:54]([OH:55])[C@@H:53]([OH:56])[C@@H:52]([O:57][C@H:58]7[C@H:63]([OH:64])[C@@H:62]([OH:65])[C@@H:61]([O:66][C@H:67]8[C@H:72]([OH:73])[C@@H:71]([OH:74])[C@@H:70]([O:75][C@H:76]1[C@H:81]([OH:82])[C@H:80]2[OH:83])[O:69][C@@H:68]8[CH2:109][OH:110])[O:60][C@@H:59]7[CH2:111][OH:112])[O:51][C@@H:50]6[CH2:113][OH:114])[O:47][C@@H:42]5[CH2:41][OH:117])[O:96][C@@H:95]4[CH2:103][OH:104])[O:87][C@@H:86]3[CH2:105][OH:106].[CH3:1][C@@H:2]1[C@@H:37]([CH:38]([CH3:40])[CH3:39])[O:36][C@:5]2([O:10][C@@H:9]3[CH2:11][CH:12]=[C:13]([CH3:35])[CH2:14][C@@H:15]([CH3:34])[CH:16]=[CH:17][CH:18]=[C:19]4[CH2:20][O:21][C@@H:22]5[C@H:27]([OH:28])[C:26]([CH3:29])=[CH:25][C@@H:24]([C:30]([O:32][C@@H:7]([CH2:8]3)[CH2:6]2)=[O:31])[C@:23]45[OH:33])[CH2:4][CH2:3]1. (7) Given the reactants [CH3:1][O:2][C:3]1[CH:4]=[C:5]([C:11]([C:13]2[CH:18]=[CH:17][C:16]([O:19][CH3:20])=[CH:15][CH:14]=2)=O)[CH:6]=[CH:7][C:8]=1[O:9][CH3:10].C(OP([CH2:29][C:30]#[N:31])(=O)OCC)C.C[Si]([N-][Si](C)(C)C)(C)C.[Li+].COC1C=C(C(C2C=CC=C(OC)C=2)=CC#N)C=C(OC)C=1, predict the reaction product. The product is: [CH3:1][O:2][C:3]1[CH:4]=[C:5]([C:11]([C:13]2[CH:18]=[CH:17][C:16]([O:19][CH3:20])=[CH:15][CH:14]=2)=[CH:29][C:30]#[N:31])[CH:6]=[CH:7][C:8]=1[O:9][CH3:10].